This data is from Full USPTO retrosynthesis dataset with 1.9M reactions from patents (1976-2016). The task is: Predict the reactants needed to synthesize the given product. (1) Given the product [Cl:1][C:2]1[CH:3]=[C:4]([NH:16][C:17]2[C:26]3[C:21](=[CH:22][CH:23]=[CH:24][C:25]=3[O:27][CH2:28][C@@H:29]3[O:34][CH2:33][CH2:32][N:31]([C:62](=[O:63])[CH2:61][N:60]([CH3:65])[CH3:59])[CH2:30]3)[N:20]=[CH:19][N:18]=2)[CH:5]=[CH:6][C:7]=1[O:8][CH2:9][C:10]1[CH:15]=[CH:14][CH:13]=[CH:12][N:11]=1, predict the reactants needed to synthesize it. The reactants are: [Cl:1][C:2]1[CH:3]=[C:4]([NH:16][C:17]2[C:26]3[C:21](=[CH:22][CH:23]=[CH:24][C:25]=3[O:27][CH2:28][C@@H:29]3[O:34][CH2:33][CH2:32][NH:31][CH2:30]3)[N:20]=[CH:19][N:18]=2)[CH:5]=[CH:6][C:7]=1[O:8][CH2:9][C:10]1[CH:15]=[CH:14][CH:13]=[CH:12][N:11]=1.CN(C(ON1N=NC2C=CC=NC1=2)=[N+](C)C)C.F[P-](F)(F)(F)(F)F.[CH3:59][N:60]([CH3:65])[CH2:61][C:62](O)=[O:63]. (2) Given the product [CH3:20][C:14]1([CH3:21])[CH2:13][C:12]2[S:11][C:10]3[C:9](=[O:22])[N:8]([C:4]4[C:3]([CH:23]=[O:24])=[C:2]([C:43]5[CH:44]=[C:39]([NH:38][C:36]6[CH:37]=[C:31]7[CH2:30][N:29]([CH2:28][CH2:27][O:26][CH3:25])[CH2:34][CH2:33][N:32]7[N:35]=6)[C:40](=[O:55])[N:41]([CH3:54])[CH:42]=5)[CH:7]=[CH:6][N:5]=4)[CH2:19][CH2:18][C:17]=3[C:16]=2[CH2:15]1, predict the reactants needed to synthesize it. The reactants are: Cl[C:2]1[CH:7]=[CH:6][N:5]=[C:4]([N:8]2[CH2:19][CH2:18][C:17]3[C:16]4[CH2:15][C:14]([CH3:21])([CH3:20])[CH2:13][C:12]=4[S:11][C:10]=3[C:9]2=[O:22])[C:3]=1[CH:23]=[O:24].[CH3:25][O:26][CH2:27][CH2:28][N:29]1[CH2:34][CH2:33][N:32]2[N:35]=[C:36]([NH:38][C:39]3[C:40](=[O:55])[N:41]([CH3:54])[CH:42]=[C:43](B4OC(C)(C)C(C)(C)O4)[CH:44]=3)[CH:37]=[C:31]2[CH2:30]1.